This data is from Full USPTO retrosynthesis dataset with 1.9M reactions from patents (1976-2016). The task is: Predict the reactants needed to synthesize the given product. (1) Given the product [F:22][C:12]1[CH:13]=[C:14]([O:18][CH2:19][CH2:20][CH3:21])[C:15]([F:17])=[CH:16][C:11]=1[NH2:10], predict the reactants needed to synthesize it. The reactants are: C(OC(=O)[NH:10][C:11]1[CH:16]=[C:15]([F:17])[C:14]([O:18][CH2:19][CH2:20][CH3:21])=[CH:13][C:12]=1[F:22])C1C=CC=CC=1. (2) Given the product [CH3:1][O:2][C:3]1[CH:4]=[CH:5][C:6]2[C:10](=[O:11])[O:9][CH:8]([CH2:12][C:13]([OH:15])=[O:14])[C:7]=2[CH:20]=1, predict the reactants needed to synthesize it. The reactants are: [CH3:1][O:2][C:3]1[CH:4]=[CH:5][C:6]2[C:10](=[O:11])[O:9][CH:8]([CH2:12][C:13]([O:15]CCCC)=[O:14])[C:7]=2[CH:20]=1. (3) Given the product [CH2:15]([O:14][C:12](=[O:13])[CH2:6][C:6]1([C:12]([O:14][CH2:15][CH3:16])=[O:13])[CH2:5][C:4]2[C:8](=[CH:9][CH:10]=[C:2]([F:1])[CH:3]=2)[C:7]1=[O:11])[CH3:16], predict the reactants needed to synthesize it. The reactants are: [F:1][C:2]1[CH:3]=[C:4]2[C:8](=[CH:9][CH:10]=1)[C:7](=[O:11])[CH:6]([C:12]([O:14][CH2:15][CH3:16])=[O:13])[CH2:5]2.[H-].[Na+]. (4) Given the product [F:13][C:14]([F:21])([F:20])[C:2]1[CH:3]=[N:4][N:5]([C:7]2([C:10]([OH:12])=[O:11])[CH2:9][CH2:8]2)[CH:6]=1, predict the reactants needed to synthesize it. The reactants are: F[C:2]1[CH:3]=[N:4][N:5]([C:7]2([C:10]([OH:12])=[O:11])[CH2:9][CH2:8]2)[CH:6]=1.[F:13][C:14]([F:21])([F:20])C1C=NNC=1. (5) Given the product [F:12][C:6]1[C:5]([CH3:13])=[C:4]2[C:9]([N:10]=[CH:11][C:2]([O:15][CH3:14])=[N:3]2)=[CH:8][CH:7]=1, predict the reactants needed to synthesize it. The reactants are: Cl[C:2]1[CH:11]=[N:10][C:9]2[C:4](=[C:5]([CH3:13])[C:6]([F:12])=[CH:7][CH:8]=2)[N:3]=1.[CH3:14][O-:15].[Na+].